Dataset: Catalyst prediction with 721,799 reactions and 888 catalyst types from USPTO. Task: Predict which catalyst facilitates the given reaction. (1) Reactant: [Cl:1][C:2]1[C:10]([CH3:11])=[N:9][C:8]2[N:4]([N:5]=[C:6]3[CH2:14][N:13]([C:15]([C:17]4[CH:22]=[CH:21][CH:20]=[CH:19][C:18]=4[O:23][CH:24]4[CH2:28][CH2:27][NH:26][CH2:25]4)=[O:16])[CH2:12][C:7]3=2)[C:3]=1[CH3:29].C=O.[BH4-].[Na+].[C:34](O)(C(F)(F)F)=O. Product: [Cl:1][C:2]1[C:10]([CH3:11])=[N:9][C:8]2[N:4]([N:5]=[C:6]3[CH2:14][N:13]([C:15]([C:17]4[CH:22]=[CH:21][CH:20]=[CH:19][C:18]=4[O:23][CH:24]4[CH2:28][CH2:27][N:26]([CH3:34])[CH2:25]4)=[O:16])[CH2:12][C:7]3=2)[C:3]=1[CH3:29]. The catalyst class is: 721. (2) Product: [C:13]([O:17][C:18](=[O:25])[NH:19][CH:20]1[CH2:24][CH2:23][N:22]([C:6]([N:3]2[CH:2]=[CH:1][N:5]=[CH:4]2)=[O:7])[CH2:21]1)([CH3:16])([CH3:14])[CH3:15]. The catalyst class is: 76. Reactant: [CH:1]1[N:5]=[CH:4][N:3]([C:6](N2C=NC=C2)=[O:7])[CH:2]=1.[C:13]([O:17][C:18](=[O:25])[NH:19][CH:20]1[CH2:24][CH2:23][NH:22][CH2:21]1)([CH3:16])([CH3:15])[CH3:14]. (3) Reactant: C[Si]([C:5]#[N:6])(C)C.[Cl:7][C:8]1[C:13]([CH2:14]Cl)=[CH:12][N:11]=[C:10]([C:16]([F:19])([F:18])[F:17])[CH:9]=1.[F-].C([N+](CCCC)(CCCC)CCCC)CCC.CCOC(C)=O. Product: [Cl:7][C:8]1[CH:9]=[C:10]([C:16]([F:19])([F:17])[F:18])[N:11]=[CH:12][C:13]=1[CH2:14][C:5]#[N:6]. The catalyst class is: 10. (4) Reactant: C[O-].[Na+].Cl[C:5]1[C:10]([N+:11]([O-:13])=[O:12])=[CH:9][CH:8]=[C:7]([Cl:14])[N:6]=1.[Cl-].[NH4+].[C:17](OCC)(=[O:19])C. Product: [Cl:14][C:7]1[N:6]=[C:5]([O:19][CH3:17])[C:10]([N+:11]([O-:13])=[O:12])=[CH:9][CH:8]=1. The catalyst class is: 1. (5) Reactant: [Br:1][C:2]1[C:7]2[N:8]=[C:9]([NH2:11])[S:10][C:6]=2[CH:5]=[C:4]([CH3:12])[C:3]=1[F:13].[C:14](O[C:14]([O:16][C:17]([CH3:20])([CH3:19])[CH3:18])=[O:15])([O:16][C:17]([CH3:20])([CH3:19])[CH3:18])=[O:15]. Product: [C:17]([O:16][C:14](=[O:15])[NH:11][C:9]1[S:10][C:6]2[CH:5]=[C:4]([CH3:12])[C:3]([F:13])=[C:2]([Br:1])[C:7]=2[N:8]=1)([CH3:20])([CH3:19])[CH3:18]. The catalyst class is: 154. (6) Reactant: Cl.[CH2:2]1[C:14]2[C:13]3[CH:12]=[CH:11][CH:10]=[CH:9][C:8]=3[N:7]([CH2:15][C:16]([O:18][CH2:19][CH3:20])=[O:17])[C:6]=2[CH2:5][CH2:4][NH:3]1.CCN(C(C)C)C(C)C.Cl[C:31]([O:33][CH2:34][C:35]1[CH:40]=[CH:39][CH:38]=[CH:37][CH:36]=1)=[O:32].Cl. Product: [CH2:34]([O:33][C:31]([N:3]1[CH2:4][CH2:5][C:6]2[N:7]([CH2:15][C:16]([O:18][CH2:19][CH3:20])=[O:17])[C:8]3[CH:9]=[CH:10][CH:11]=[CH:12][C:13]=3[C:14]=2[CH2:2]1)=[O:32])[C:35]1[CH:40]=[CH:39][CH:38]=[CH:37][CH:36]=1. The catalyst class is: 4. (7) Reactant: [C:1]([NH:5][C:6]([C:8]1[C:16]2[C:11](=[N:12][CH:13]=[C:14]([C:17]3[C:25]4[C:20](=[CH:21][CH:22]=[C:23]([O:26][CH:27]([F:29])[F:28])[CH:24]=4)[NH:19][N:18]=3)[N:15]=2)[N:10]([CH2:30][O:31][CH2:32][CH2:33][Si:34]([CH3:37])([CH3:36])[CH3:35])[CH:9]=1)=[O:7])([CH3:4])([CH3:3])[CH3:2].[H-].[Na+].Br.Br[CH2:42][C:43]1[CH:44]=[N:45][CH:46]=[CH:47][CH:48]=1. Product: [C:1]([NH:5][C:6]([C:8]1[C:16]2[C:11](=[N:12][CH:13]=[C:14]([C:17]3[C:25]4[C:20](=[CH:21][CH:22]=[C:23]([O:26][CH:27]([F:28])[F:29])[CH:24]=4)[N:19]([CH2:42][C:43]4[CH:44]=[N:45][CH:46]=[CH:47][CH:48]=4)[N:18]=3)[N:15]=2)[N:10]([CH2:30][O:31][CH2:32][CH2:33][Si:34]([CH3:37])([CH3:36])[CH3:35])[CH:9]=1)=[O:7])([CH3:4])([CH3:3])[CH3:2]. The catalyst class is: 3.